From a dataset of TCR-epitope binding with 47,182 pairs between 192 epitopes and 23,139 TCRs. Binary Classification. Given a T-cell receptor sequence (or CDR3 region) and an epitope sequence, predict whether binding occurs between them. (1) Result: 1 (the TCR binds to the epitope). The TCR CDR3 sequence is CASSPLGLAGSYEQYF. The epitope is KPLEFGATSAAL. (2) The epitope is KLVALGINAV. The TCR CDR3 sequence is CASSAETQYF. Result: 1 (the TCR binds to the epitope). (3) The epitope is LPRRSGAAGA. The TCR CDR3 sequence is CASSQNQRETQYF. Result: 0 (the TCR does not bind to the epitope).